The task is: Predict which catalyst facilitates the given reaction.. This data is from Catalyst prediction with 721,799 reactions and 888 catalyst types from USPTO. (1) Reactant: [C:1]([N:4]1[C:12]2[CH:11]=[C:10]([Cl:13])[CH:9]=[C:8]([C:14]([O:16][CH3:17])=[O:15])[C:7]=2[CH:6]=[N:5]1)(=O)[CH3:2].C(=O)([O-])[O-].[Cs+].[Cs+].Br[CH:25]1[CH2:29]CC[CH2:26]1. Product: [Cl:13][C:10]1[CH:9]=[C:8]([C:14]([O:16][CH3:17])=[O:15])[C:7]2[CH:6]=[N:5][N:4]([CH:1]3[CH2:29][CH2:25][CH2:26][CH2:2]3)[C:12]=2[CH:11]=1. The catalyst class is: 10. (2) Reactant: [CH3:1][C:2]1[C:7]([CH3:8])=[CH:6][C:5]([C:9]([C:11]2[CH:16]=[CH:15][CH:14]=[CH:13][CH:12]=2)=[O:10])=[C:4]([O:17]C)[CH:3]=1.C[S-].[Na+].O. Product: [CH3:1][C:2]1[C:7]([CH3:8])=[CH:6][C:5]([C:9]([C:11]2[CH:16]=[CH:15][CH:14]=[CH:13][CH:12]=2)=[O:10])=[C:4]([OH:17])[CH:3]=1. The catalyst class is: 9. (3) Reactant: [Br:1][C:2]1[CH:10]=[CH:9][C:5]([C:6]([OH:8])=[O:7])=[CH:4][C:3]=1[Cl:11].C(OC(O[C:15]([CH3:18])([CH3:17])[CH3:16])=O)(O[C:15]([CH3:18])([CH3:17])[CH3:16])=O. Product: [Br:1][C:2]1[CH:10]=[CH:9][C:5]([C:6]([O:8][C:15]([CH3:18])([CH3:17])[CH3:16])=[O:7])=[CH:4][C:3]=1[Cl:11]. The catalyst class is: 7. (4) Reactant: [CH2:1]([C:5]1[CH:12]=[CH:11][C:8]([CH2:9][NH2:10])=[CH:7][CH:6]=1)[CH2:2][CH2:3][CH3:4].N1C=CC=CC=1.[CH3:19][S:20](Cl)(=[O:22])=[O:21].O. Product: [CH2:1]([C:5]1[CH:6]=[CH:7][C:8]([CH2:9][NH:10][S:20]([CH3:19])(=[O:22])=[O:21])=[CH:11][CH:12]=1)[CH2:2][CH2:3][CH3:4]. The catalyst class is: 2. (5) Reactant: [Cl:1][C:2]1[C:7]([N:8]2[CH2:13][CH2:12][N:11]([CH2:14][CH:15]([F:17])[F:16])[CH2:10][CH2:9]2)=[CH:6][C:5]([C:18]#[N:19])=[CH:4][C:3]=1[NH:20][C:21]1[N:26]=[C:25]([NH:27][CH:28]2[CH2:30][CH2:29]2)[C:24]2=[N:31][CH:32]=[C:33]([C:34]#[N:35])[N:23]2[N:22]=1.Cl. Product: [ClH:1].[Cl:1][C:2]1[C:7]([N:8]2[CH2:13][CH2:12][N:11]([CH2:14][CH:15]([F:17])[F:16])[CH2:10][CH2:9]2)=[CH:6][C:5]([C:18]#[N:19])=[CH:4][C:3]=1[NH:20][C:21]1[N:26]=[C:25]([NH:27][CH:28]2[CH2:29][CH2:30]2)[C:24]2=[N:31][CH:32]=[C:33]([C:34]#[N:35])[N:23]2[N:22]=1. The catalyst class is: 47. (6) Reactant: [CH:1]1([N:4]2[C:13]3[C:8](=[C:9]([CH3:18])[C:10]([F:17])=[C:11](F)[C:12]=3[O:14][CH3:15])[C:7](=[O:19])[NH:6][C:5]2=[O:20])[CH2:3][CH2:2]1.CN(C)C(N(C)C)=N.[C:29]([O:33][C:34](=[O:43])[NH:35][C@H:36]([C@@H:38]1[CH2:42][CH2:41][NH:40][CH2:39]1)[CH3:37])([CH3:32])([CH3:31])[CH3:30]. Product: [C:29]([O:33][C:34](=[O:43])[NH:35][C@H:36]([C@@H:38]1[CH2:42][CH2:41][N:40]([C:11]2[C:12]([O:14][CH3:15])=[C:13]3[C:8]([C:7](=[O:19])[NH:6][C:5](=[O:20])[N:4]3[CH:1]3[CH2:3][CH2:2]3)=[C:9]([CH3:18])[C:10]=2[F:17])[CH2:39]1)[CH3:37])([CH3:30])([CH3:31])[CH3:32]. The catalyst class is: 550. (7) Reactant: [CH:1]1([C:4]2[N:5]=[C:6]3[CH:11]=[CH:10][C:9]([N:12]4[CH:17]=[CH:16][C:15]([OH:18])=[CH:14][C:13]4=[O:19])=[CH:8][N:7]3[C:20]=2[CH3:21])[CH2:3][CH2:2]1.[F:22][C:23]1[CH:24]=[C:25]([CH2:30]O)[CH:26]=[CH:27][C:28]=1[F:29].C(P(CCCC)CCCC)CCC.N(C(N1CCCCC1)=O)=NC(N1CCCCC1)=O. Product: [CH:1]1([C:4]2[N:5]=[C:6]3[CH:11]=[CH:10][C:9]([N:12]4[CH:17]=[CH:16][C:15]([O:18][CH2:30][C:25]5[CH:26]=[CH:27][C:28]([F:29])=[C:23]([F:22])[CH:24]=5)=[CH:14][C:13]4=[O:19])=[CH:8][N:7]3[C:20]=2[CH3:21])[CH2:3][CH2:2]1. The catalyst class is: 1.